Dataset: Full USPTO retrosynthesis dataset with 1.9M reactions from patents (1976-2016). Task: Predict the reactants needed to synthesize the given product. (1) Given the product [C:29]([C:31]1[CH:32]=[C:33]([C:34]2[O:1][N:2]=[C:3]([C:4]3[C:14]4[O:13][CH2:12][CH2:11][N:10]([C:15]([O:17][C:18]([CH3:19])([CH3:20])[CH3:21])=[O:16])[CH:9]([CH2:22][CH2:23][C:24]([O:26][CH3:27])=[O:25])[C:8]=4[CH:7]=[CH:6][CH:5]=3)[N:28]=2)[CH:37]=[CH:38][C:39]=1[O:40][CH:41]([CH3:42])[CH3:43])#[N:30], predict the reactants needed to synthesize it. The reactants are: [OH:1][NH:2][C:3](=[NH:28])[C:4]1[C:14]2[O:13][CH2:12][CH2:11][N:10]([C:15]([O:17][C:18]([CH3:21])([CH3:20])[CH3:19])=[O:16])[CH:9]([CH2:22][CH2:23][C:24]([O:26][CH3:27])=[O:25])[C:8]=2[CH:7]=[CH:6][CH:5]=1.[C:29]([C:31]1[CH:32]=[C:33]([CH:37]=[CH:38][C:39]=1[O:40][CH:41]([CH3:43])[CH3:42])[C:34](Cl)=O)#[N:30].C(N(CC)CC)C. (2) Given the product [C:20]([O:19][C:17]([N:15]1[CH2:16][C:10]2[C:11](=[N:12][CH:13]=[C:8]([C:1]([OH:3])=[O:2])[CH:9]=2)[C@@H:14]1[CH2:24][CH3:25])=[O:18])([CH3:23])([CH3:22])[CH3:21], predict the reactants needed to synthesize it. The reactants are: [C:1](=O)([O-:3])[O-:2].[K+].[K+].Cl[C:8]1[CH:9]=[C:10]2[CH2:16][N:15]([C:17]([O:19][C:20]([CH3:23])([CH3:22])[CH3:21])=[O:18])[C@@H:14]([CH2:24][CH3:25])[C:11]2=[N:12][CH:13]=1.C(O)CCC. (3) Given the product [Cl:1][C:2]1[CH:3]=[CH:4][C:5]([O:8][C@H:9]2[C@@H:14]3[CH2:15][C@@H:11]([CH2:12][NH:13]3)[CH2:10]2)=[N:6][CH:7]=1, predict the reactants needed to synthesize it. The reactants are: [Cl:1][C:2]1[CH:3]=[CH:4][C:5]([O:8][C@H:9]2[C@@H:14]3[CH2:15][C@@H:11]([CH2:12][N:13]3C(OC(C)(C)C)=O)[CH2:10]2)=[N:6][CH:7]=1.Cl. (4) Given the product [CH:7]([C:5]1[O:6][C:2]([C:15]2[CH:20]=[CH:19][C:18]([C:5]3[O:6][C:2]([CH:9]=[O:12])=[CH:3][CH:4]=3)=[CH:17][CH:16]=2)=[CH:3][CH:4]=1)=[O:8], predict the reactants needed to synthesize it. The reactants are: Br[C:2]1[O:6][C:5]([CH:7]=[O:8])=[CH:4][CH:3]=1.[C:9]([O-:12])([O-])=O.[Na+].[Na+].[C:15]1(B(O)O)[CH:20]=[CH:19][C:18](B(O)O)=[CH:17][CH:16]=1. (5) The reactants are: Cl.[F:2][C:3]1[C:8]([NH:9][C:10]2[C:15]([C:16]3[N:24]=[CH:23][N:22]=[C:21]4[C:17]=3[N:18]=[CH:19][N:20]4C3CCCCO3)=[CH:14][CH:13]=[CH:12][N:11]=2)=[C:7]([F:31])[CH:6]=[CH:5][C:4]=1[NH:32][S:33]([C:36]1[O:37][CH:38]=[CH:39][CH:40]=1)(=[O:35])=[O:34]. Given the product [N:24]1[C:16]([C:15]2[C:10]([NH:9][C:8]3[C:3]([F:2])=[C:4]([NH:32][S:33]([C:36]4[O:37][CH:38]=[CH:39][CH:40]=4)(=[O:34])=[O:35])[CH:5]=[CH:6][C:7]=3[F:31])=[N:11][CH:12]=[CH:13][CH:14]=2)=[C:17]2[C:21]([NH:20][CH:19]=[N:18]2)=[N:22][CH:23]=1, predict the reactants needed to synthesize it. (6) Given the product [CH2:28]([O:30][C:31](=[O:49])[CH:32]([C:34]1[CH:39]=[CH:38][C:37]([C:21]2[CH:22]=[CH:23][C:18]([C:17]3[O:16][N:15]=[C:14]([CH3:26])[C:13]=3[NH:12][C:11]([O:10][C@@H:8]([C:3]3[CH:4]=[CH:5][CH:6]=[CH:7][C:2]=3[F:1])[CH3:9])=[O:27])=[CH:19][C:20]=2[CH3:25])=[CH:36][CH:35]=1)[CH3:33])[CH3:29], predict the reactants needed to synthesize it. The reactants are: [F:1][C:2]1[CH:7]=[CH:6][CH:5]=[CH:4][C:3]=1[C@H:8]([O:10][C:11](=[O:27])[NH:12][C:13]1[C:14]([CH3:26])=[N:15][O:16][C:17]=1[C:18]1[CH:23]=[CH:22][C:21](Br)=[C:20]([CH3:25])[CH:19]=1)[CH3:9].[CH2:28]([O:30][C:31](=[O:49])[CH:32]([C:34]1[CH:39]=[CH:38][C:37](B2OC(C)(C)C(C)(C)O2)=[CH:36][CH:35]=1)[CH3:33])[CH3:29].